Dataset: HIV replication inhibition screening data with 41,000+ compounds from the AIDS Antiviral Screen. Task: Binary Classification. Given a drug SMILES string, predict its activity (active/inactive) in a high-throughput screening assay against a specified biological target. The molecule is COC1C2OC(c3ccccc3)OC2C(OC)C2C3c4ccccc4C(c4ccccc43)C12. The result is 0 (inactive).